From a dataset of Forward reaction prediction with 1.9M reactions from USPTO patents (1976-2016). Predict the product of the given reaction. (1) Given the reactants [CH2:1]([C:3]1[S:4][C:5]([CH3:12])=[C:6]([C:8](OC)=[O:9])[N:7]=1)[CH3:2].[H-].[Al+3].[Li+].[H-].[H-].[H-].O.O.O.O.O.O.O.O.O.O.S([O-])([O-])(=O)=O.[Na+].[Na+], predict the reaction product. The product is: [CH2:1]([C:3]1[S:4][C:5]([CH3:12])=[C:6]([CH2:8][OH:9])[N:7]=1)[CH3:2]. (2) Given the reactants Br[CH2:2][C:3]1[CH:8]=[CH:7][C:6]([C:9]2[CH:16]=[CH:15][CH:14]=[CH:13][C:10]=2[C:11]#[N:12])=[CH:5][CH:4]=1.C(=O)(O)[O-:18].[Na+].O, predict the reaction product. The product is: [CH:2]([C:3]1[CH:8]=[CH:7][C:6]([C:9]2[CH:16]=[CH:15][CH:14]=[CH:13][C:10]=2[C:11]#[N:12])=[CH:5][CH:4]=1)=[O:18]. (3) Given the reactants [F:1][C:2]([F:15])([F:14])[CH2:3][O:4]C1N=CC(C(O)=O)=CC=1.FC(F)(F)C1NC2C(C=1)=CC(CN)=CC=2.[F:31][C:32]([F:57])([F:56])[C:33]1[NH:34][C:35]2[C:40]([CH:41]=1)=[CH:39][C:38]([CH2:42][NH:43][C:44]([C:46]1[CH:51]=[CH:50][C:49](C(F)(F)F)=[CH:48][N:47]=1)=[O:45])=[CH:37][CH:36]=2, predict the reaction product. The product is: [F:56][C:32]([F:31])([F:57])[C:33]1[NH:34][C:35]2[C:40]([CH:41]=1)=[CH:39][C:38]([CH2:42][NH:43][C:44]([C:46]1[CH:51]=[CH:50][C:49]([O:4][CH2:3][C:2]([F:15])([F:14])[F:1])=[CH:48][N:47]=1)=[O:45])=[CH:37][CH:36]=2. (4) Given the reactants [O:1]1[CH2:6][CH2:5][O:4][CH2:3][C@@H:2]1[CH2:7][S:8][C:9]([CH3:14])([CH3:13])[C:10]([OH:12])=O.C(Cl)(=O)C(Cl)=O.[CH3:21][C:22]([C:33]1[CH:37]=[C:36]([NH2:38])[O:35][N:34]=1)([C@@H:24]([O:26][CH:27]1[CH2:32][CH2:31][CH2:30][CH2:29][O:28]1)[CH3:25])[CH3:23].C(N(CC)C(C)C)(C)C, predict the reaction product. The product is: [O:1]1[CH2:6][CH2:5][O:4][CH2:3][C@@H:2]1[CH2:7][S:8][C:9]([CH3:14])([CH3:13])[C:10]([NH:38][C:36]1[O:35][N:34]=[C:33]([C:22]([CH3:21])([C@@H:24]([O:26][CH:27]2[CH2:32][CH2:31][CH2:30][CH2:29][O:28]2)[CH3:25])[CH3:23])[CH:37]=1)=[O:12]. (5) Given the reactants [C:1]([O:5][C:6]([N:8]1[CH2:13][CH2:12][N:11]([C:14]2[C:15]3[CH:23]=[CH:22][CH:21]=[N:20][C:16]=3[N:17]=[CH:18][N:19]=2)[CH2:10][CH2:9]1)=[O:7])([CH3:4])([CH3:3])[CH3:2], predict the reaction product. The product is: [C:1]([O:5][C:6]([N:8]1[CH2:9][CH2:10][N:11]([C:14]2[C:15]3[CH2:23][CH2:22][CH2:21][NH:20][C:16]=3[N:17]=[CH:18][N:19]=2)[CH2:12][CH2:13]1)=[O:7])([CH3:4])([CH3:2])[CH3:3]. (6) Given the reactants [CH3:1][CH:2]1[C:6]2([CH2:11][C:10]([CH3:13])([CH3:12])[CH2:9][C:8]([CH3:15])([CH3:14])[CH2:7]2)[C:5](=[CH2:16])[C:4](=[O:17])[CH2:3]1.ClC1C=CC=C(C(OO)=[O:26])C=1, predict the reaction product. The product is: [CH3:13][C:10]1([CH3:12])[CH2:9][C:8]([CH3:15])([CH3:14])[CH2:7][C:6]2([C@@H:2]([CH3:1])[CH2:3][C:4](=[O:17])[C@:5]32[O:26][CH2:16]3)[CH2:11]1. (7) Given the reactants Br[C:2]1[C:9]([C:10]#[N:11])=[C:8]([O:12]C(C)C)[C:7]([O:16]C(C)C)=[CH:6][C:3]=1[C:4]#[N:5].[CH2:20]1[C:28]2[C:23](=[CH:24][C:25]([OH:29])=[CH:26][CH:27]=2)[CH2:22][CH2:21]1, predict the reaction product. The product is: [CH2:20]1[C:28]2[C:23](=[CH:24][C:25]([O:29][C:2]3[C:9]([C:10]#[N:11])=[C:8]([OH:12])[C:7]([OH:16])=[CH:6][C:3]=3[C:4]#[N:5])=[CH:26][CH:27]=2)[CH2:22][CH2:21]1. (8) Given the reactants CN(C(ON1N=NC2C=CC(=CC1=2)Cl)=[N+](C)C)C.F[P-](F)(F)(F)(F)F.[OH:26][N:27]1[C:31]2[CH:32]=[C:33]([C:36]([OH:38])=O)[CH:34]=[CH:35][C:30]=2[N:29]=[N:28]1.CCN(C(C)C)C(C)C.[CH2:48]([O:50][C:51](=[O:65])[C@H:52]([OH:64])[CH2:53][C@H:54]([NH2:63])[CH2:55][C:56]1[CH:61]=[CH:60][C:59]([Br:62])=[CH:58][CH:57]=1)[CH3:49], predict the reaction product. The product is: [CH2:48]([O:50][C:51](=[O:65])[C@H:52]([OH:64])[CH2:53][C@H:54]([NH:63][C:36]([C:33]1[CH:34]=[CH:35][C:30]2[N:29]=[N:28][N:27]([OH:26])[C:31]=2[CH:32]=1)=[O:38])[CH2:55][C:56]1[CH:57]=[CH:58][C:59]([Br:62])=[CH:60][CH:61]=1)[CH3:49].